Dataset: Catalyst prediction with 721,799 reactions and 888 catalyst types from USPTO. Task: Predict which catalyst facilitates the given reaction. (1) The catalyst class is: 2. Product: [CH3:1][CH2:2][O:3][P:4]([O:19][CH2:20][CH3:21])([CH:6]([P:11]([O:16][CH2:17][CH3:18])([O:13][CH2:14][CH3:15])=[O:12])[CH2:7][CH2:8][CH2:9][I:46])=[O:5]. Reactant: [CH3:1][CH2:2][O:3][P:4]([O:19][CH2:20][CH3:21])([CH:6]([P:11]([O:16][CH2:17][CH3:18])([O:13][CH2:14][CH3:15])=[O:12])[CH2:7][CH2:8][CH2:9]O)=[O:5].C1(P(C2C=CC=CC=2)C2C=CC=CC=2)C=CC=CC=1.N1C=CN=C1.[I:46]I. (2) Reactant: CO[CH:3]=[C:4]1[C:13]2[C:8](=[CH:9][CH:10]=[CH:11][CH:12]=2)[C:7](=[O:14])[NH:6][C:5]1=[O:15].[N:16]1([CH2:21][CH2:22][C:23]2[CH:28]=[CH:27][C:26]([NH2:29])=[CH:25][CH:24]=2)[CH2:20][CH2:19][CH2:18][CH2:17]1. Product: [N:16]1([CH2:21][CH2:22][C:23]2[CH:24]=[CH:25][C:26]([NH:29]/[CH:3]=[C:4]3\[C:5](=[O:15])[NH:6][C:7](=[O:14])[C:8]4[C:13]\3=[CH:12][CH:11]=[CH:10][CH:9]=4)=[CH:27][CH:28]=2)[CH2:20][CH2:19][CH2:18][CH2:17]1. The catalyst class is: 9. (3) Reactant: Cl[C:2]1[N:7]=[CH:6][C:5]([C:8]2[NH:12][C:11]([C@@H:13]3[CH2:25][N:23]4[C:24]5[CH:16]([C@@H:17]([NH:26][C:27](=[O:30])[O:28][CH3:29])[CH2:18][CH2:19][C:20]=5[CH:21]=[CH:22]4)[C:15](=[O:31])[CH2:14]3)=[N:10][CH:9]=2)=[CH:4][N:3]=1.[CH3:32][CH:33]([CH3:67])[C@H:34]([NH:62][C:63](=[O:66])[O:64][CH3:65])[C:35](=[O:61])[N:36]1[CH2:40][CH2:39][CH2:38][C@H:37]1[C:41]1[NH:42][C:43]([C:46]2[CH:51]=[CH:50][C:49](B3OC(C)(C)C(C)(C)O3)=[CH:48][CH:47]=2)=[CH:44][N:45]=1.C(=O)(O)[O-].[Na+].C1(C)C=CC=CC=1. Product: [CH3:29][O:28][C:27](=[O:30])[NH:26][C@@H:17]1[CH:16]2[C:15](=[O:31])[CH2:14][C@H:13]([C:11]3[NH:12][C:8]([C:5]4[CH:4]=[N:3][C:2]([C:49]5[CH:50]=[CH:51][C:46]([C:43]6[NH:42][C:41]([C@@H:37]7[CH2:38][CH2:39][CH2:40][N:36]7[C:35](=[O:61])[C@@H:34]([NH:62][C:63]([O:64][CH3:65])=[O:66])[CH:33]([CH3:67])[CH3:32])=[N:45][CH:44]=6)=[CH:47][CH:48]=5)=[N:7][CH:6]=4)=[CH:9][N:10]=3)[CH2:25][N:23]3[C:24]2=[C:20]([CH:21]=[CH:22]3)[CH2:19][CH2:18]1. The catalyst class is: 97. (4) Reactant: [C:1]([O:5][C:6](=[O:15])[NH:7][C:8]([CH3:14])([CH3:13])[CH2:9][C:10](=O)[CH3:11])([CH3:4])([CH3:3])[CH3:2].[C:16]([O:19][CH2:20][CH3:21])(=[O:18])[CH3:17].Cl. Product: [CH2:20]([O:19][C:16](=[O:18])/[CH:17]=[C:10](\[CH3:11])/[CH2:9][C:8]([NH:7][C:6]([O:5][C:1]([CH3:4])([CH3:3])[CH3:2])=[O:15])([CH3:13])[CH3:14])[CH3:21]. The catalyst class is: 7. (5) Reactant: [C:1]1([C:7]2[O:11][N:10]=[C:9]([CH:12]=[O:13])[CH:8]=2)[CH:6]=[CH:5][CH:4]=[CH:3][CH:2]=1.[CH3:14][O:15][C:16]1[CH:17]=[C:18]([Mg]Br)[CH:19]=[C:20]([O:24][CH3:25])[C:21]=1[O:22][CH3:23]. Product: [C:1]1([C:7]2[O:11][N:10]=[C:9]([CH:12]([C:18]3[CH:19]=[C:20]([O:24][CH3:25])[C:21]([O:22][CH3:23])=[C:16]([O:15][CH3:14])[CH:17]=3)[OH:13])[CH:8]=2)[CH:2]=[CH:3][CH:4]=[CH:5][CH:6]=1. The catalyst class is: 1. (6) The catalyst class is: 15. Reactant: [F:1][C:2]1[CH:3]=[CH:4][C:5]([CH3:10])=[C:6]([CH:9]=1)[CH:7]=O.[N+:11]([CH2:14][CH3:15])([O-:13])=[O:12].C1(N)CCCCC1. Product: [F:1][C:2]1[CH:3]=[CH:4][C:5]([CH3:10])=[C:6]([CH:7]=[C:14]([N+:11]([O-:13])=[O:12])[CH3:15])[CH:9]=1. (7) Reactant: C([O:3][C:4](=[O:34])[CH2:5][CH2:6][CH2:7][CH2:8][CH2:9][O:10][C:11]1[C:12]2[C:19]([C:20]3[CH:25]=[CH:24][C:23]([O:26][CH3:27])=[CH:22][CH:21]=3)=[C:18]([C:28]3[CH:33]=[CH:32][CH:31]=[CH:30][CH:29]=3)[O:17][C:13]=2[N:14]=[CH:15][N:16]=1)C.[OH-].[Na+].Cl. Product: [CH3:27][O:26][C:23]1[CH:22]=[CH:21][C:20]([C:19]2[C:12]3[C:11]([O:10][CH2:9][CH2:8][CH2:7][CH2:6][CH2:5][C:4]([OH:34])=[O:3])=[N:16][CH:15]=[N:14][C:13]=3[O:17][C:18]=2[C:28]2[CH:29]=[CH:30][CH:31]=[CH:32][CH:33]=2)=[CH:25][CH:24]=1. The catalyst class is: 1.